From a dataset of Forward reaction prediction with 1.9M reactions from USPTO patents (1976-2016). Predict the product of the given reaction. (1) Given the reactants [Cl:1][C:2]1[C:7]([S:8]([CH3:11])(=[O:10])=[O:9])=[CH:6][C:5]([C:12]2[N:13]([C:33](Cl)=[O:34])[C:14]([C:26]3[CH:31]=[CH:30][C:29]([Cl:32])=[CH:28][CH:27]=3)([CH3:25])[C:15]([C:18]3[CH:23]=[CH:22][C:21]([Cl:24])=[CH:20][CH:19]=3)([CH3:17])[N:16]=2)=[C:4]([O:36][CH2:37][CH3:38])[CH:3]=1.Cl.Cl.[O:41]=[S:42]1(=[O:54])[CH2:47][CH2:46][CH:45]([N:48]2[CH2:53][CH2:52][NH:51][CH2:50][CH2:49]2)[CH2:44][CH2:43]1, predict the reaction product. The product is: [Cl:1][C:2]1[C:7]([S:8]([CH3:11])(=[O:10])=[O:9])=[CH:6][C:5]([C:12]2[N:13]([C:33]([N:51]3[CH2:52][CH2:53][N:48]([CH:45]4[CH2:44][CH2:43][S:42](=[O:41])(=[O:54])[CH2:47][CH2:46]4)[CH2:49][CH2:50]3)=[O:34])[C@@:14]([C:26]3[CH:31]=[CH:30][C:29]([Cl:32])=[CH:28][CH:27]=3)([CH3:25])[C@@:15]([C:18]3[CH:19]=[CH:20][C:21]([Cl:24])=[CH:22][CH:23]=3)([CH3:17])[N:16]=2)=[C:4]([O:36][CH2:37][CH3:38])[CH:3]=1. (2) Given the reactants [CH2:1]([C:3]1[CH:9]=[CH:8][C:6]([NH2:7])=[CH:5][CH:4]=1)[CH3:2].[CH:10](=O)[CH3:11].OS(O)(=O)=O.[BH4-].[Na+], predict the reaction product. The product is: [CH2:10]([NH:7][C:6]1[CH:8]=[CH:9][C:3]([CH2:1][CH3:2])=[CH:4][CH:5]=1)[CH3:11]. (3) Given the reactants O=[C:2]([C:6]1([C:9]([F:12])([F:11])[F:10])[CH2:8][CH2:7]1)[CH2:3][C:4]#[N:5].[OH-].[Na+].Cl.[C:16]1([CH3:24])[CH:21]=[CH:20][C:19]([NH:22][NH2:23])=[CH:18][CH:17]=1, predict the reaction product. The product is: [C:16]1([CH3:24])[CH:21]=[CH:20][C:19]([N:22]2[C:4]([NH2:5])=[CH:3][C:2]([C:6]3([C:9]([F:10])([F:11])[F:12])[CH2:8][CH2:7]3)=[N:23]2)=[CH:18][CH:17]=1.